Dataset: Forward reaction prediction with 1.9M reactions from USPTO patents (1976-2016). Task: Predict the product of the given reaction. (1) Given the reactants C(NC(C)C)(C)C.C([Li])CCC.[F:13][CH:14]([P:16](=[O:23])([O:20][CH2:21][CH3:22])[O:17][CH2:18][CH3:19])[F:15].[I:24][CH2:25][CH2:26][O:27][CH2:28][CH2:29][O:30][CH2:31][CH2:32]I, predict the reaction product. The product is: [F:13][C:14]([P:16](=[O:23])([O:17][CH2:18][CH3:19])[O:20][CH2:21][CH3:22])([F:15])[CH2:32][CH2:31][O:30][CH2:29][CH2:28][O:27][CH2:26][CH2:25][I:24]. (2) Given the reactants [C:1]([N:4]1[CH2:9][CH2:8][CH:7]([N:10]([C@H:22]2[CH2:27][CH2:26][C@H:25]([CH3:28])[CH2:24][CH2:23]2)[C:11]([NH:13][C:14]2[S:15][C:16]([S:19]C#N)=[CH:17][N:18]=2)=[O:12])[CH2:6][CH2:5]1)(=[O:3])[CH3:2].SC[C@@H]([C@@H](CS)O)O.Cl[CH2:38][CH2:39][N:40]1[CH2:45][CH2:44][CH2:43][CH2:42][CH2:41]1, predict the reaction product. The product is: [C:1]([N:4]1[CH2:5][CH2:6][CH:7]([N:10]([C@H:22]2[CH2:23][CH2:24][C@H:25]([CH3:28])[CH2:26][CH2:27]2)[C:11]([NH:13][C:14]2[S:15][C:16]([S:19][CH2:38][CH2:39][N:40]3[CH2:45][CH2:44][CH2:43][CH2:42][CH2:41]3)=[CH:17][N:18]=2)=[O:12])[CH2:8][CH2:9]1)(=[O:3])[CH3:2].